From a dataset of Reaction yield outcomes from USPTO patents with 853,638 reactions. Predict the reaction yield, written as a fraction of the theoretical maximum amount of product (1.0 means a 100% yield; for example, 0.34 means a 34% yield). (1) The reactants are [CH2:1]([N:8]1[CH2:13][CH2:12][N:11]([C@@H:14]([CH2:19][NH:20]C(OC(C)(C)C)=O)[C:15]([O:17][CH3:18])=[O:16])[CH2:10][CH2:9]1)[C:2]1[CH:7]=[CH:6][CH:5]=[CH:4][CH:3]=1.[ClH:28]. The catalyst is CO. The product is [ClH:28].[ClH:28].[ClH:28].[NH2:20][CH2:19][C@H:14]([N:11]1[CH2:10][CH2:9][N:8]([CH2:1][C:2]2[CH:3]=[CH:4][CH:5]=[CH:6][CH:7]=2)[CH2:13][CH2:12]1)[C:15]([O:17][CH3:18])=[O:16]. The yield is 1.00. (2) The reactants are [Cl:1][C:2]1[CH:7]=[C:6]([Cl:8])[CH:5]=[CH:4][C:3]=1[C:9]1[CH:10]=[C:11]([C:15]([O:17]CC)=[O:16])[N:12]([CH3:14])[N:13]=1.[OH-].[Na+].Cl. The catalyst is C(O)C. The product is [Cl:1][C:2]1[CH:7]=[C:6]([Cl:8])[CH:5]=[CH:4][C:3]=1[C:9]1[CH:10]=[C:11]([C:15]([OH:17])=[O:16])[N:12]([CH3:14])[N:13]=1. The yield is 0.700. (3) The reactants are [H-].[Na+].[CH3:3][O:4][C:5]([C:7]1[N:11]=[C:10]([Cl:12])[NH:9][N:8]=1)=[O:6].[CH3:13][Si:14]([CH2:17][CH2:18][O:19][CH2:20]Cl)([CH3:16])[CH3:15]. The catalyst is CN(C=O)C. The product is [CH3:3][O:4][C:5]([C:7]1[N:11]=[C:10]([Cl:12])[N:9]([CH2:20][O:19][CH2:18][CH2:17][Si:14]([CH3:16])([CH3:15])[CH3:13])[N:8]=1)=[O:6]. The yield is 0.580. (4) The reactants are [F:1][C:2]1[CH:3]=[C:4]2[C:8](=[CH:9][CH:10]=1)[NH:7][C:6](=[O:11])[C:5]2=[CH:12][C:13]1[CH:21]=[CH:20][C:16]([C:17](O)=[O:18])=[CH:15][CH:14]=1.Cl.C(N=C=NCCCN(C)C)C.OC1C2N=NNC=2C=CC=1.C(N(CC)CC)C.Cl.[CH3:52][O:53][C:54](=[O:61])[CH2:55][CH2:56][CH2:57][CH2:58][CH2:59][NH2:60]. The catalyst is [Cl-].[Na+].O.CN(C=O)C. The product is [CH3:52][O:53][C:54](=[O:61])[CH2:55][CH2:56][CH2:57][CH2:58][CH2:59][NH:60][C:17](=[O:18])[C:16]1[CH:20]=[CH:21][C:13]([CH:12]=[C:5]2[C:4]3[C:8](=[CH:9][CH:10]=[C:2]([F:1])[CH:3]=3)[NH:7][C:6]2=[O:11])=[CH:14][CH:15]=1. The yield is 0.880. (5) The reactants are [Cl:1][C:2]1[CH:12]=[CH:11][C:10]([Cl:13])=[CH:9][C:3]=1[NH:4][CH2:5][C:6]([OH:8])=[O:7].[C:14](=O)([O-])[O-].[K+].[K+].CI. The catalyst is CN(C=O)C. The product is [Cl:1][C:2]1[CH:12]=[CH:11][C:10]([Cl:13])=[CH:9][C:3]=1[N:4]([CH3:14])[CH2:5][C:6]([OH:8])=[O:7]. The yield is 0.700.